Dataset: NCI-60 drug combinations with 297,098 pairs across 59 cell lines. Task: Regression. Given two drug SMILES strings and cell line genomic features, predict the synergy score measuring deviation from expected non-interaction effect. (1) Drug 1: CC(C1=C(C=CC(=C1Cl)F)Cl)OC2=C(N=CC(=C2)C3=CN(N=C3)C4CCNCC4)N. Drug 2: CCC(=C(C1=CC=CC=C1)C2=CC=C(C=C2)OCCN(C)C)C3=CC=CC=C3.C(C(=O)O)C(CC(=O)O)(C(=O)O)O. Cell line: A549. Synergy scores: CSS=21.9, Synergy_ZIP=-5.72, Synergy_Bliss=2.00, Synergy_Loewe=1.41, Synergy_HSA=1.31. (2) Drug 1: C1CC(CNC1)C2=CC=C(C=C2)N3C=C4C=CC=C(C4=N3)C(=O)N. Drug 2: CC(C)(C#N)C1=CC=C(C=C1)N2C3=C4C=C(C=CC4=NC=C3N(C2=O)C)C5=CC6=CC=CC=C6N=C5. Cell line: OVCAR3. Synergy scores: CSS=61.1, Synergy_ZIP=2.55, Synergy_Bliss=2.60, Synergy_Loewe=-45.0, Synergy_HSA=5.55. (3) Drug 1: CC1=C2C(C(=O)C3(C(CC4C(C3C(C(C2(C)C)(CC1OC(=O)C(C(C5=CC=CC=C5)NC(=O)OC(C)(C)C)O)O)OC(=O)C6=CC=CC=C6)(CO4)OC(=O)C)OC)C)OC. Drug 2: C1CC(=O)NC(=O)C1N2CC3=C(C2=O)C=CC=C3N. Cell line: KM12. Synergy scores: CSS=57.9, Synergy_ZIP=8.60, Synergy_Bliss=7.72, Synergy_Loewe=-2.61, Synergy_HSA=9.66. (4) Drug 1: CC1=C(C(=CC=C1)Cl)NC(=O)C2=CN=C(S2)NC3=CC(=NC(=N3)C)N4CCN(CC4)CCO. Drug 2: CNC(=O)C1=NC=CC(=C1)OC2=CC=C(C=C2)NC(=O)NC3=CC(=C(C=C3)Cl)C(F)(F)F. Cell line: SK-MEL-28. Synergy scores: CSS=8.83, Synergy_ZIP=-2.80, Synergy_Bliss=-0.456, Synergy_Loewe=0.395, Synergy_HSA=0.496. (5) Drug 1: COC1=C(C=C2C(=C1)N=CN=C2NC3=CC(=C(C=C3)F)Cl)OCCCN4CCOCC4. Drug 2: CCCS(=O)(=O)NC1=C(C(=C(C=C1)F)C(=O)C2=CNC3=C2C=C(C=N3)C4=CC=C(C=C4)Cl)F. Cell line: NCIH23. Synergy scores: CSS=10.6, Synergy_ZIP=-0.894, Synergy_Bliss=0.223, Synergy_Loewe=-6.98, Synergy_HSA=-3.16. (6) Drug 1: CC1C(C(=O)NC(C(=O)N2CCCC2C(=O)N(CC(=O)N(C(C(=O)O1)C(C)C)C)C)C(C)C)NC(=O)C3=C4C(=C(C=C3)C)OC5=C(C(=O)C(=C(C5=N4)C(=O)NC6C(OC(=O)C(N(C(=O)CN(C(=O)C7CCCN7C(=O)C(NC6=O)C(C)C)C)C)C(C)C)C)N)C. Drug 2: COCCOC1=C(C=C2C(=C1)C(=NC=N2)NC3=CC=CC(=C3)C#C)OCCOC.Cl. Cell line: HCT-15. Synergy scores: CSS=3.69, Synergy_ZIP=-2.42, Synergy_Bliss=-0.123, Synergy_Loewe=-4.32, Synergy_HSA=-2.16.